Regression. Given two drug SMILES strings and cell line genomic features, predict the synergy score measuring deviation from expected non-interaction effect. From a dataset of NCI-60 drug combinations with 297,098 pairs across 59 cell lines. (1) Drug 1: CCC1=CC2CC(C3=C(CN(C2)C1)C4=CC=CC=C4N3)(C5=C(C=C6C(=C5)C78CCN9C7C(C=CC9)(C(C(C8N6C)(C(=O)OC)O)OC(=O)C)CC)OC)C(=O)OC.C(C(C(=O)O)O)(C(=O)O)O. Drug 2: C1=C(C(=O)NC(=O)N1)F. Cell line: SK-OV-3. Synergy scores: CSS=54.4, Synergy_ZIP=2.61, Synergy_Bliss=1.59, Synergy_Loewe=-6.87, Synergy_HSA=5.99. (2) Drug 1: C1CC(C1)(C(=O)O)C(=O)O.[NH2-].[NH2-].[Pt+2]. Drug 2: C(CN)CNCCSP(=O)(O)O. Cell line: SNB-19. Synergy scores: CSS=7.63, Synergy_ZIP=-6.71, Synergy_Bliss=-4.31, Synergy_Loewe=-15.5, Synergy_HSA=-3.74. (3) Drug 1: CC12CCC(CC1=CCC3C2CCC4(C3CC=C4C5=CN=CC=C5)C)O. Cell line: MDA-MB-435. Drug 2: CC(C)CN1C=NC2=C1C3=CC=CC=C3N=C2N. Synergy scores: CSS=7.85, Synergy_ZIP=-0.426, Synergy_Bliss=0.519, Synergy_Loewe=-1.30, Synergy_HSA=-1.70. (4) Drug 1: C1=NC2=C(N1)C(=S)N=C(N2)N. Drug 2: CCCS(=O)(=O)NC1=C(C(=C(C=C1)F)C(=O)C2=CNC3=C2C=C(C=N3)C4=CC=C(C=C4)Cl)F. Cell line: MALME-3M. Synergy scores: CSS=36.8, Synergy_ZIP=-7.61, Synergy_Bliss=-6.26, Synergy_Loewe=-16.5, Synergy_HSA=-3.46.